Dataset: Reaction yield outcomes from USPTO patents with 853,638 reactions. Task: Predict the reaction yield, written as a fraction of the theoretical maximum amount of product (1.0 means a 100% yield; for example, 0.34 means a 34% yield). The reactants are [CH2:1]([N:3]([CH2:19][CH3:20])[CH2:4][CH2:5][N:6]1[CH2:11][CH2:10][C:9]2[NH:12][C:13]([CH:16]=O)=[C:14]([CH3:15])[C:8]=2[C:7]1=[O:18])[CH3:2].[Cl:21][C:22]1[CH:23]=[C:24]([NH:29][C:30]2[C:31]3[CH2:38][C:37](=[O:39])[NH:36][C:32]=3[N:33]=[CH:34][N:35]=2)[CH:25]=[CH:26][C:27]=1[F:28]. No catalyst specified. The product is [Cl:21][C:22]1[CH:23]=[C:24]([NH:29][C:30]2[C:31]3[C:38](=[CH:16][C:13]4[NH:12][C:9]5[CH2:10][CH2:11][N:6]([CH2:5][CH2:4][N:3]([CH2:19][CH3:20])[CH2:1][CH3:2])[C:7](=[O:18])[C:8]=5[C:14]=4[CH3:15])[C:37](=[O:39])[NH:36][C:32]=3[N:33]=[CH:34][N:35]=2)[CH:25]=[CH:26][C:27]=1[F:28]. The yield is 0.394.